Dataset: Forward reaction prediction with 1.9M reactions from USPTO patents (1976-2016). Task: Predict the product of the given reaction. (1) Given the reactants [F:1][C:2]1[CH:7]=[CH:6][CH:5]=[CH:4][C:3]=1[CH2:8][C:9]([OH:11])=[O:10].[C:12](OC)(=[O:16])[CH:13]([CH3:15])O.C1(N=C=NC2CCCCC2)CCCCC1, predict the reaction product. The product is: [F:1][C:2]1[CH:7]=[CH:6][CH:5]=[CH:4][C:3]=1[C:8]1[C:9](=[O:11])[O:10][CH:13]([CH3:15])[C:12]=1[OH:16]. (2) Given the reactants CCOC(/N=N/C(OCC)=O)=O.[CH3:13][O:14][C:15]([C:17]1[NH:18][C:19]2[C:24]([CH:25]=1)=[C:23]([OH:26])[CH:22]=[CH:21][CH:20]=2)=[O:16].C1(P(C2C=CC=CC=2)C2C=CC=CC=2)C=CC=CC=1.[CH3:46][C:47]([CH3:51])([CH3:50])[CH2:48]O, predict the reaction product. The product is: [CH3:13][O:14][C:15]([C:17]1[NH:18][C:19]2[C:24]([CH:25]=1)=[C:23]([O:26][CH2:46][C:47]([CH3:51])([CH3:50])[CH3:48])[CH:22]=[CH:21][CH:20]=2)=[O:16].